Dataset: NCI-60 drug combinations with 297,098 pairs across 59 cell lines. Task: Regression. Given two drug SMILES strings and cell line genomic features, predict the synergy score measuring deviation from expected non-interaction effect. (1) Drug 1: CC12CCC3C(C1CCC2=O)CC(=C)C4=CC(=O)C=CC34C. Drug 2: CC(C)NC(=O)C1=CC=C(C=C1)CNNC.Cl. Cell line: HCT116. Synergy scores: CSS=23.9, Synergy_ZIP=0.879, Synergy_Bliss=-0.939, Synergy_Loewe=-11.6, Synergy_HSA=-2.18. (2) Drug 1: CC1C(C(CC(O1)OC2CC(CC3=C2C(=C4C(=C3O)C(=O)C5=C(C4=O)C(=CC=C5)OC)O)(C(=O)C)O)N)O.Cl. Drug 2: C1=C(C(=O)NC(=O)N1)N(CCCl)CCCl. Cell line: COLO 205. Synergy scores: CSS=49.2, Synergy_ZIP=5.70, Synergy_Bliss=7.13, Synergy_Loewe=5.99, Synergy_HSA=8.51. (3) Drug 1: CC1=CC2C(CCC3(C2CCC3(C(=O)C)OC(=O)C)C)C4(C1=CC(=O)CC4)C. Drug 2: COC1=C2C(=CC3=C1OC=C3)C=CC(=O)O2. Cell line: HOP-62. Synergy scores: CSS=-10.1, Synergy_ZIP=1.55, Synergy_Bliss=-6.28, Synergy_Loewe=-9.14, Synergy_HSA=-11.9. (4) Drug 1: CC1=CC=C(C=C1)C2=CC(=NN2C3=CC=C(C=C3)S(=O)(=O)N)C(F)(F)F. Drug 2: C1C(C(OC1N2C=C(C(=O)NC2=O)F)CO)O. Cell line: NCI/ADR-RES. Synergy scores: CSS=2.51, Synergy_ZIP=-0.0801, Synergy_Bliss=1.29, Synergy_Loewe=-1.48, Synergy_HSA=1.01. (5) Drug 1: C1C(C(OC1N2C=NC(=NC2=O)N)CO)O. Drug 2: CC1CCCC2(C(O2)CC(NC(=O)CC(C(C(=O)C(C1O)C)(C)C)O)C(=CC3=CSC(=N3)C)C)C. Cell line: MOLT-4. Synergy scores: CSS=74.3, Synergy_ZIP=-0.828, Synergy_Bliss=-1.72, Synergy_Loewe=-1.76, Synergy_HSA=-0.137. (6) Drug 1: CC1CCC2CC(C(=CC=CC=CC(CC(C(=O)C(C(C(=CC(C(=O)CC(OC(=O)C3CCCCN3C(=O)C(=O)C1(O2)O)C(C)CC4CCC(C(C4)OC)O)C)C)O)OC)C)C)C)OC. Drug 2: CC1CCCC2(C(O2)CC(NC(=O)CC(C(C(=O)C(C1O)C)(C)C)O)C(=CC3=CSC(=N3)C)C)C. Cell line: HT29. Synergy scores: CSS=70.7, Synergy_ZIP=-0.172, Synergy_Bliss=0.324, Synergy_Loewe=-5.55, Synergy_HSA=2.24. (7) Drug 1: CN(CC1=CN=C2C(=N1)C(=NC(=N2)N)N)C3=CC=C(C=C3)C(=O)NC(CCC(=O)O)C(=O)O. Drug 2: C1=NC2=C(N=C(N=C2N1C3C(C(C(O3)CO)O)F)Cl)N. Cell line: U251. Synergy scores: CSS=26.0, Synergy_ZIP=9.70, Synergy_Bliss=13.4, Synergy_Loewe=-19.3, Synergy_HSA=6.17.